This data is from Reaction yield outcomes from USPTO patents with 853,638 reactions. The task is: Predict the reaction yield, written as a fraction of the theoretical maximum amount of product (1.0 means a 100% yield; for example, 0.34 means a 34% yield). (1) The reactants are Cl[C:2]1[CH:7]=[C:6]([C:8]#[N:9])[CH:5]=[CH:4][N:3]=1.C[O-].[Na+].[NH2:13][C:14]1[CH:22]=[N:21][CH:20]=[C:19]([O:23][CH3:24])[C:15]=1[C:16]([OH:18])=O. The catalyst is CO. The product is [CH3:24][O:23][C:19]1[C:15]2[C:16](=[O:18])[NH:9][C:8]([C:6]3[CH:5]=[CH:4][N:3]=[CH:2][CH:7]=3)=[N:13][C:14]=2[CH:22]=[N:21][CH:20]=1. The yield is 0.300. (2) The reactants are [O:1]([C:8]1[CH:9]=[C:10]([N:14]([CH2:22][C:23]2[CH:24]=[C:25]([CH:30]=[CH:31][CH:32]=2)[C:26](OC)=[O:27])[CH2:15][CH:16]([OH:21])[C:17]([F:20])([F:19])[F:18])[CH:11]=[CH:12][CH:13]=1)[C:2]1[CH:7]=[CH:6][CH:5]=[CH:4][CH:3]=1.Cl.[CH3:34][NH:35][O:36][CH3:37].C([Mg]Cl)(C)C. The catalyst is O1CCCC1. The product is [CH3:37][O:36][N:35]([CH3:34])[C:26](=[O:27])[C:25]1[CH:30]=[CH:31][CH:32]=[C:23]([CH2:22][N:14]([C:10]2[CH:11]=[CH:12][CH:13]=[C:8]([O:1][C:2]3[CH:3]=[CH:4][CH:5]=[CH:6][CH:7]=3)[CH:9]=2)[CH2:15][CH:16]([OH:21])[C:17]([F:20])([F:18])[F:19])[CH:24]=1. The yield is 0.660. (3) The reactants are [NH:1]1[CH2:5][CH2:4][C@@H:3]2[CH2:6][N:7]([C:9]([O:11][C:12]([CH3:15])([CH3:14])[CH3:13])=[O:10])[CH2:8][C@H:2]12.[Cl:16][C:17]1[CH:22]=[CH:21][C:20](I)=[CH:19][N:18]=1. No catalyst specified. The product is [Cl:16][C:17]1[N:18]=[CH:19][C:20]([N:1]2[CH2:5][CH2:4][C@@H:3]3[CH2:6][N:7]([C:9]([O:11][C:12]([CH3:15])([CH3:14])[CH3:13])=[O:10])[CH2:8][C@H:2]23)=[CH:21][CH:22]=1. The yield is 0.890. (4) The reactants are [Br:1][C:2]1[CH:3]=[C:4]([O:22][C:23]2[CH:28]=[CH:27][CH:26]=[CH:25][CH:24]=2)[C:5]([NH:8][C:9]2[S:10][CH:11]=[C:12]([CH2:14][C:15]([O:20][CH3:21])([CH3:19])[C:16](O)=[O:17])[N:13]=2)=[N:6][CH:7]=1.C[N:30]1[CH2:35][CH2:34]O[CH2:32][CH2:31]1.ON1C2C=CC=CC=2N=N1.CCN=C=NCCCN(C)C.N1CCCC1. The catalyst is C(Cl)Cl.CN(C=O)C. The product is [Br:1][C:2]1[CH:3]=[C:4]([O:22][C:23]2[CH:28]=[CH:27][CH:26]=[CH:25][CH:24]=2)[C:5]([NH:8][C:9]2[S:10][CH:11]=[C:12]([CH2:14][C:15]([O:20][CH3:21])([CH3:19])[C:16]([N:30]3[CH2:35][CH2:34][CH2:32][CH2:31]3)=[O:17])[N:13]=2)=[N:6][CH:7]=1. The yield is 0.790.